This data is from Catalyst prediction with 721,799 reactions and 888 catalyst types from USPTO. The task is: Predict which catalyst facilitates the given reaction. (1) Reactant: [OH:1][NH:2][C:3]([C:5]1[C:6]2[CH:13]=[CH:12][N:11]([CH2:14][O:15][CH2:16][CH2:17][Si:18]([CH3:21])([CH3:20])[CH3:19])[C:7]=2[N:8]=[CH:9][CH:10]=1)=[NH:4].N1C=CC=CC=1.[C:28]([C:30]1[CH:31]=[C:32]([CH:36]=[CH:37][CH:38]=1)[C:33](Cl)=O)#[N:29]. Product: [CH3:19][Si:18]([CH3:21])([CH3:20])[CH2:17][CH2:16][O:15][CH2:14][N:11]1[C:7]2=[N:8][CH:9]=[CH:10][C:5]([C:3]3[N:4]=[C:33]([C:32]4[CH:31]=[C:30]([CH:38]=[CH:37][CH:36]=4)[C:28]#[N:29])[O:1][N:2]=3)=[C:6]2[CH:13]=[CH:12]1. The catalyst class is: 10. (2) Product: [CH3:35][C:19]1[C:20]([N:24]2[C:33](=[O:34])[C:32]3[C:27](=[CH:28][CH:29]=[CH:30][CH:31]=3)[N:26]=[CH:25]2)=[CH:21][CH:22]=[CH:23][C:18]=1[C:17]1[C:9]2[C:8]3[C:12](=[CH:13][C:5]([O:4][CH2:3][CH:2]=[O:1])=[CH:6][CH:7]=3)[NH:11][C:10]=2[C:14]([C:36]([NH2:38])=[O:37])=[N:15][CH:16]=1. Reactant: [OH:1][CH2:2][CH2:3][O:4][C:5]1[CH:13]=[C:12]2[C:8]([C:9]3[C:17]([C:18]4[CH:23]=[CH:22][CH:21]=[C:20]([N:24]5[C:33](=[O:34])[C:32]6[C:27](=[CH:28][CH:29]=[CH:30][CH:31]=6)[N:26]=[CH:25]5)[C:19]=4[CH3:35])=[CH:16][N:15]=[C:14]([C:36]([NH2:38])=[O:37])[C:10]=3[NH:11]2)=[CH:7][CH:6]=1.CC(OI1(OC(C)=O)(OC(C)=O)OC(=O)C2C=CC=CC1=2)=O.C([O-])(O)=O.[Na+].O. The catalyst class is: 489. (3) The catalyst class is: 14. Product: [CH2:1]([O:3][C:4](=[O:10])[C:5]([CH3:9])([CH3:8])[CH2:6][NH:7][C:13]([C:15]1[N:16]=[CH:17][C:18]2[C:23]([C:24]=1[OH:25])=[CH:22][CH:21]=[C:20]([O:26][C:27]1[CH:28]=[CH:29][CH:30]=[CH:31][CH:32]=1)[CH:19]=2)=[O:12])[CH3:2]. Reactant: [CH2:1]([O:3][C:4](=[O:10])[C:5]([CH3:9])([CH3:8])[CH2:6][NH2:7])[CH3:2].C[O:12][C:13]([C:15]1[N:16]=[CH:17][C:18]2[C:23]([C:24]=1[OH:25])=[CH:22][CH:21]=[C:20]([O:26][C:27]1[CH:32]=[CH:31][CH:30]=[CH:29][CH:28]=1)[CH:19]=2)=O. (4) The catalyst class is: 105. Reactant: C1(C(C2C=CC=CC=2)[N:8]2[CH2:11][CH:10]([N:12]3[CH2:17][CH2:16][CH:15]([C:18]([N:20]([CH3:22])[CH3:21])=[O:19])[CH2:14][CH2:13]3)[CH2:9]2)C=CC=CC=1.C(O)(=O)C. Product: [NH:8]1[CH2:11][CH:10]([N:12]2[CH2:17][CH2:16][CH:15]([C:18]([N:20]([CH3:22])[CH3:21])=[O:19])[CH2:14][CH2:13]2)[CH2:9]1.